This data is from Reaction yield outcomes from USPTO patents with 853,638 reactions. The task is: Predict the reaction yield, written as a fraction of the theoretical maximum amount of product (1.0 means a 100% yield; for example, 0.34 means a 34% yield). (1) The reactants are Cl[C:2]1[O:3][C:4]2[C:5](=[C:7]([C:11]([O:13][CH3:14])=[O:12])[CH:8]=[CH:9][CH:10]=2)[N:6]=1.[NH:15]1[CH2:20][CH2:19][S:18][CH2:17][CH2:16]1.CCOC(C)=O. The catalyst is C1COCC1. The product is [S:18]1[CH2:19][CH2:20][N:15]([C:2]2[O:3][C:4]3[C:5](=[C:7]([C:11]([O:13][CH3:14])=[O:12])[CH:8]=[CH:9][CH:10]=3)[N:6]=2)[CH2:16][CH2:17]1. The yield is 0.840. (2) The reactants are C([O:8][C:9]1[CH:10]=[C:11]([C:15]([C:19]2[CH:24]=[C:23]([O:25][CH3:26])[CH:22]=[C:21]([O:27][CH3:28])[CH:20]=2)=[CH:16][C:17]#[N:18])[CH:12]=[CH:13][CH:14]=1)C1C=CC=CC=1.C1CCCCC=1. The catalyst is [OH-].[OH-].[Pd+2].C(O)C. The product is [CH3:28][O:27][C:21]1[CH:20]=[C:19]([C:15]([C:11]2[CH:12]=[CH:13][CH:14]=[C:9]([OH:8])[CH:10]=2)=[CH:16][C:17]#[N:18])[CH:24]=[C:23]([O:25][CH3:26])[CH:22]=1. The yield is 0.640. (3) The reactants are [C:1]1([S:7]([CH2:10][C:11]([OH:13])=O)(=[O:9])=[O:8])[CH:6]=[CH:5][CH:4]=[CH:3][CH:2]=1.C(Cl)(=O)C(Cl)=O.[NH2:20][C:21]1[CH:30]=[C:29]([Cl:31])[C:28]([I:32])=[CH:27][C:22]=1[C:23]([O:25][CH3:26])=[O:24].C(N(CC)CC)C. The catalyst is ClCCl.CN(C=O)C. The product is [Cl:31][C:29]1[C:28]([I:32])=[CH:27][C:22]([C:23]([O:25][CH3:26])=[O:24])=[C:21]([NH:20][C:11](=[O:13])[CH2:10][S:7]([C:1]2[CH:2]=[CH:3][CH:4]=[CH:5][CH:6]=2)(=[O:8])=[O:9])[CH:30]=1. The yield is 0.694. (4) The reactants are [Cl:1][C:2]1[CH:3]=[C:4]2[C:9](=[CH:10][C:11]=1[O:12][C:13]1[CH:21]=[CH:20][C:16]([C:17](O)=[O:18])=[CH:15][CH:14]=1)[O:8][CH2:7][CH2:6][CH:5]2[C:22]([O:24][CH2:25][CH3:26])=[O:23].[O:27]([C:34]1[CH:35]=[C:36]([CH:40]=[CH:41][CH:42]=1)[CH2:37][CH2:38][NH2:39])[C:28]1[CH:33]=[CH:32][CH:31]=[CH:30][CH:29]=1.Cl.CN(C)CCCN=C=NCC.ON1C2N=CC=CC=2N=N1. The catalyst is CN(C=O)C.C(Cl)Cl. The product is [Cl:1][C:2]1[CH:3]=[C:4]2[C:9](=[CH:10][C:11]=1[O:12][C:13]1[CH:14]=[CH:15][C:16]([C:17](=[O:18])[NH:39][CH2:38][CH2:37][C:36]3[CH:40]=[CH:41][CH:42]=[C:34]([O:27][C:28]4[CH:33]=[CH:32][CH:31]=[CH:30][CH:29]=4)[CH:35]=3)=[CH:20][CH:21]=1)[O:8][CH2:7][CH2:6][CH:5]2[C:22]([O:24][CH2:25][CH3:26])=[O:23]. The yield is 0.914. (5) The reactants are N(C(OC(C)(C)C)=O)CC(NCC(NCC(O)=O)=O)=O.F[P-](F)(F)(F)(F)F.C[N+](C)=C(N(C)C)ON1C2N=CC=CC=2N=N1.C(N(CC)C(C)C)(C)C.[C:54]([O:73][CH2:74][C@H:75]([CH2:96]OP(OCCN)(O)=O)[O:76][C:77](=[O:95])[CH2:78][CH2:79][CH2:80][CH2:81][CH2:82][CH2:83][CH2:84]/[CH:85]=[CH:86]\[CH2:87][CH2:88][CH2:89][CH2:90][CH2:91][CH2:92][CH2:93][CH3:94])(=[O:72])[CH2:55][CH2:56][CH2:57][CH2:58][CH2:59][CH2:60][CH2:61]/[CH:62]=[CH:63]\[CH2:64][CH2:65][CH2:66][CH2:67][CH2:68][CH2:69][CH2:70][CH3:71].Cl.C(OCC)C. The catalyst is CN(C=O)C.C(Cl)(Cl)Cl. The product is [C:54]([O:73][CH2:74][CH:75]([O:76][C:77](=[O:95])[CH2:78][CH2:79][CH2:80][CH2:81][CH2:82][CH2:83][CH2:84]/[CH:85]=[CH:86]\[CH2:87][CH2:88][CH2:89][CH2:90][CH2:91][CH2:92][CH2:93][CH3:94])[CH3:96])(=[O:72])[CH2:55][CH2:56][CH2:57][CH2:58][CH2:59][CH2:60][CH2:61]/[CH:62]=[CH:63]\[CH2:64][CH2:65][CH2:66][CH2:67][CH2:68][CH2:69][CH2:70][CH3:71]. The yield is 0.900. (6) The reactants are [Br:1][C:2]1[CH:6]=[CH:5][N:4]([S:7]([C:10]2[CH:15]=[CH:14][CH:13]=[CH:12][CH:11]=2)(=[O:9])=[O:8])[C:3]=1[C:16]([O:18]C)=O.[Cl:20][C:21]1[CH:22]=[C:23]([CH:25]=[C:26]([Cl:28])[CH:27]=1)[NH2:24]. No catalyst specified. The product is [Br:1][C:2]1[CH:6]=[CH:5][N:4]([S:7]([C:10]2[CH:11]=[CH:12][CH:13]=[CH:14][CH:15]=2)(=[O:8])=[O:9])[C:3]=1[C:16]([NH:24][C:23]1[CH:22]=[C:21]([Cl:20])[CH:27]=[C:26]([Cl:28])[CH:25]=1)=[O:18]. The yield is 0.960.